This data is from Reaction yield outcomes from USPTO patents with 853,638 reactions. The task is: Predict the reaction yield, written as a fraction of the theoretical maximum amount of product (1.0 means a 100% yield; for example, 0.34 means a 34% yield). (1) The reactants are OCC1C=NC2N3CCC[C@H]3C(=O)NC=2C=1.Cl.Cl[C:19]1[CH:20]=[C:21]([CH:27]=[CH:28][C:29]=1N1CCNCC1)[C:22]([NH:24]CC)=[O:23].[I-].C(C[P+](C)(C)C)#N.C(N(CC)C(C)C)(C)C. The catalyst is C(#N)CC. The product is [C:22]([NH2:24])(=[O:23])[C:21]1[CH:27]=[CH:28][CH:29]=[CH:19][CH:20]=1. The yield is 0.353. (2) The catalyst is ClC(Cl)C.ClCCl.O. The yield is 0.870. The reactants are [I:1]Cl.[Cl:3][C:4]1[CH:9]=[C:8]([F:10])[C:7]([Si](C)(C)C)=[C:6]([O:15][CH3:16])[C:5]=1[F:17].S([O-])(O)=O.[Na+]. The product is [Cl:3][C:4]1[CH:9]=[C:8]([F:10])[C:7]([I:1])=[C:6]([O:15][CH3:16])[C:5]=1[F:17]. (3) The reactants are [CH2:1]([O:8][CH:9]1[CH:14]([O:15][CH2:16][C:17]2[CH:22]=[CH:21][CH:20]=[CH:19][CH:18]=2)[CH:13]([O:23][CH2:24][C:25]2[CH:30]=[CH:29][CH:28]=[CH:27][CH:26]=2)[CH:12]([O:31][CH2:32][C:33]2[CH:38]=[CH:37][CH:36]=[CH:35][CH:34]=2)[CH:11]([OH:39])[C:10]1([OH:43])[CH2:40][CH2:41][CH3:42])[C:2]1[CH:7]=[CH:6][CH:5]=[CH:4][CH:3]=1.CO[C:46](OC)([CH3:48])[CH3:47].C1(C)C=CC(S(O)(=O)=O)=CC=1.C(N(CC)CC)C. The catalyst is CC(C)=O. The product is [CH2:1]([O:8][CH:9]1[C:10]2([CH2:40][CH2:41][CH3:42])[CH:11]([O:39][C:46]([CH3:48])([CH3:47])[O:43]2)[CH:12]([O:31][CH2:32][C:33]2[CH:38]=[CH:37][CH:36]=[CH:35][CH:34]=2)[CH:13]([O:23][CH2:24][C:25]2[CH:26]=[CH:27][CH:28]=[CH:29][CH:30]=2)[CH:14]1[O:15][CH2:16][C:17]1[CH:22]=[CH:21][CH:20]=[CH:19][CH:18]=1)[C:2]1[CH:7]=[CH:6][CH:5]=[CH:4][CH:3]=1. The yield is 0.693. (4) The reactants are [N:1]1([CH2:7][C:8]2[CH:24]=[CH:23][C:11]3[NH:12][C:13]([C:15]4[C:19]([N+:20]([O-])=O)=[CH:18][NH:17][N:16]=4)=[N:14][C:10]=3[CH:9]=2)[CH2:6][CH2:5][O:4][CH2:3][CH2:2]1. The catalyst is [Pd].CN(C=O)C. The product is [N:1]1([CH2:7][C:8]2[CH:24]=[CH:23][C:11]3[NH:12][C:13]([C:15]4[C:19]([NH2:20])=[CH:18][NH:17][N:16]=4)=[N:14][C:10]=3[CH:9]=2)[CH2:6][CH2:5][O:4][CH2:3][CH2:2]1. The yield is 0.710.